This data is from NCI-60 drug combinations with 297,098 pairs across 59 cell lines. The task is: Regression. Given two drug SMILES strings and cell line genomic features, predict the synergy score measuring deviation from expected non-interaction effect. Drug 1: C1=NC(=NC(=O)N1C2C(C(C(O2)CO)O)O)N. Drug 2: CC(C)NC(=O)C1=CC=C(C=C1)CNNC.Cl. Cell line: NCI-H522. Synergy scores: CSS=18.8, Synergy_ZIP=-6.18, Synergy_Bliss=0.461, Synergy_Loewe=-11.3, Synergy_HSA=-1.44.